Dataset: Forward reaction prediction with 1.9M reactions from USPTO patents (1976-2016). Task: Predict the product of the given reaction. (1) Given the reactants [CH3:1][N:2]1[C:7]2=[CH:8][C:9]3[CH2:15][CH2:14][N:13](C(OC(C)(C)C)=O)[CH2:12][CH2:11][C:10]=3[CH:23]=[C:6]2[O:5][CH2:4][C:3]1=[O:24].C(O)(C(F)(F)F)=O, predict the reaction product. The product is: [CH3:1][N:2]1[C:7]2=[CH:8][C:9]3[CH2:15][CH2:14][NH:13][CH2:12][CH2:11][C:10]=3[CH:23]=[C:6]2[O:5][CH2:4][C:3]1=[O:24]. (2) Given the reactants [Cl:1][C:2]1[CH:7]=[C:6]([C:8]2[CH:13]=[CH:12][CH:11]=[CH:10][C:9]=2[C:14]([F:17])([F:16])[F:15])[N:5]=[C:4]([NH:18][C:19]([C:21]2[O:25][N:24]=[C:23]([C:26]([CH3:29])([CH3:28])[CH3:27])[CH:22]=2)=[O:20])[C:3]=1[N+:30]([O-])=O.[Cl-].[NH4+], predict the reaction product. The product is: [NH2:30][C:3]1[C:4]([NH:18][C:19]([C:21]2[O:25][N:24]=[C:23]([C:26]([CH3:29])([CH3:28])[CH3:27])[CH:22]=2)=[O:20])=[N:5][C:6]([C:8]2[CH:13]=[CH:12][CH:11]=[CH:10][C:9]=2[C:14]([F:15])([F:16])[F:17])=[CH:7][C:2]=1[Cl:1]. (3) Given the reactants [BH4-].[Li+].C(O[C:8]([N:10]1[CH2:18][C:17]2[C:12](=[CH:13][CH:14]=[C:15]([NH2:19])[CH:16]=2)[CH2:11]1)=O)(C)(C)C, predict the reaction product. The product is: [CH3:8][N:10]1[CH2:18][C:17]2[C:12](=[CH:13][CH:14]=[C:15]([NH2:19])[CH:16]=2)[CH2:11]1. (4) Given the reactants [Cl:1][CH2:2][CH2:3][CH2:4][O:5][C:6]1[CH:11]=[CH:10][C:9]([C:12]2[S:13][C:14]3[CH2:20][CH2:19][CH:18]([C:21]([O:23]C)=[O:22])[CH2:17][C:15]=3[N:16]=2)=[CH:8][CH:7]=1.O.[OH-].[Li+], predict the reaction product. The product is: [Cl:1][CH2:2][CH2:3][CH2:4][O:5][C:6]1[CH:7]=[CH:8][C:9]([C:12]2[S:13][C:14]3[CH2:20][CH2:19][CH:18]([C:21]([OH:23])=[O:22])[CH2:17][C:15]=3[N:16]=2)=[CH:10][CH:11]=1. (5) Given the reactants [F:1][C:2]1[CH:7]=[CH:6][C:5]([NH2:8])=[C:4]([NH2:9])[CH:3]=1.[N:10]([CH:13]1[C:22]2[C:17](=[CH:18][CH:19]=[CH:20][CH:21]=2)[CH2:16][CH2:15][CH2:14]1)=[C:11]=S, predict the reaction product. The product is: [F:1][C:2]1[CH:7]=[CH:6][C:5]2[N:8]=[C:11]([NH:10][CH:13]3[C:22]4[C:17](=[CH:18][CH:19]=[CH:20][CH:21]=4)[CH2:16][CH2:15][CH2:14]3)[NH:9][C:4]=2[CH:3]=1. (6) The product is: [CH3:24][C@@H:21]1[NH:20][C:16]2[N:17]=[CH:18][N:19]=[C:14]([N:11]3[CH2:10][CH2:9][NH:8][CH2:13][CH2:12]3)[C:15]=2[CH2:23][CH2:22]1.[ClH:25]. Given the reactants C(OC([N:8]1[CH2:13][CH2:12][N:11]([C:14]2[C:15]3[CH2:23][CH2:22][C@H:21]([CH3:24])[NH:20][C:16]=3[N:17]=[CH:18][N:19]=2)[CH2:10][CH2:9]1)=O)(C)(C)C.[ClH:25], predict the reaction product. (7) The product is: [NH2:15][C:16]1[CH:17]=[C:18]([CH:19]=[CH:20][CH:21]=1)[O:22][C:2]1[N:7]=[N:6][C:5]([NH2:8])=[N:4][C:3]=1[C:9]1[CH:14]=[CH:13][CH:12]=[CH:11][CH:10]=1. Given the reactants Br[C:2]1[N:7]=[N:6][C:5]([NH2:8])=[N:4][C:3]=1[C:9]1[CH:14]=[CH:13][CH:12]=[CH:11][CH:10]=1.[NH2:15][C:16]1[CH:17]=[C:18]([OH:22])[CH:19]=[CH:20][CH:21]=1, predict the reaction product. (8) Given the reactants [CH2:1]([C:3](=[C:6]([CH3:8])[CH3:7])[CH:4]=O)[CH3:2].ClC1C=[C:12](C=CC=1)[CH:13]=[O:14].[CH3:18][Si:19]([CH3:26])([CH3:25])N[Si:19]([CH3:26])([CH3:25])[CH3:18].C([Li])CCC.C[Si](Cl)(C)C.C([N:39](CC)CC)C.C(Cl)(=O)C, predict the reaction product. The product is: [CH2:1]([C:3]([CH:4]=[N:39][C:13]([O:12][Si:19]([CH3:26])([CH3:25])[CH3:18])=[CH2:14])=[C:6]([CH3:8])[CH3:7])[CH3:2]. (9) The product is: [NH2:12][C:13]1[N:14]=[C:15]([C:28]2[CH:33]=[CH:32][C:31]([F:34])=[CH:30][CH:29]=2)[C:16]2[C:25](=[O:26])[C:24]3[C:19](=[C:20]([O:27][S:42]([C:45]([F:48])([F:47])[F:46])(=[O:44])=[O:43])[CH:21]=[CH:22][CH:23]=3)[C:17]=2[N:18]=1. Given the reactants CC([O-])(C)C.[K+].CN(C=O)C.[NH2:12][C:13]1[N:14]=[C:15]([C:28]2[CH:33]=[CH:32][C:31]([F:34])=[CH:30][CH:29]=2)[C:16]2[C:25](=[O:26])[C:24]3[C:19](=[C:20]([OH:27])[CH:21]=[CH:22][CH:23]=3)[C:17]=2[N:18]=1.C1(N([S:42]([C:45]([F:48])([F:47])[F:46])(=[O:44])=[O:43])[S:42]([C:45]([F:48])([F:47])[F:46])(=[O:44])=[O:43])C=CC=CC=1, predict the reaction product. (10) Given the reactants C(OC(=O)[NH:7][C@H:8]([C:10]1[N:14]([CH2:15][CH3:16])[C:13]2[C:17]([C:22]3[CH:27]=[CH:26][CH:25]=[CH:24][N:23]=3)=[C:18]([F:21])[CH:19]=[CH:20][C:12]=2[N:11]=1)[CH3:9])(C)(C)C.C(O)(C(F)(F)F)=O, predict the reaction product. The product is: [CH2:15]([N:14]1[C:13]2[C:17]([C:22]3[CH:27]=[CH:26][CH:25]=[CH:24][N:23]=3)=[C:18]([F:21])[CH:19]=[CH:20][C:12]=2[N:11]=[C:10]1[C@@H:8]([NH2:7])[CH3:9])[CH3:16].